From a dataset of Catalyst prediction with 721,799 reactions and 888 catalyst types from USPTO. Predict which catalyst facilitates the given reaction. (1) Reactant: [CH3:1][C:2]1([CH3:14])[C:6]([CH3:8])([CH3:7])[O:5][B:4]([C:9]2[CH:10]=[N:11][NH:12][CH:13]=2)[O:3]1.C1(C)C=CC(S(O[CH2:25][C@H:26]2[CH2:30][O:29][C:28]([CH3:32])([CH3:31])[O:27]2)(=O)=O)=CC=1. Product: [CH3:31][C:28]1([CH3:32])[O:27][C@@H:26]([CH2:25][N:12]2[CH:13]=[C:9]([B:4]3[O:5][C:6]([CH3:7])([CH3:8])[C:2]([CH3:14])([CH3:1])[O:3]3)[CH:10]=[N:11]2)[CH2:30][O:29]1. The catalyst class is: 3. (2) Reactant: [C:1]([O:5][C:6](=[O:16])[NH:7][C:8]1[CH:13]=[CH:12][C:11]([CH:14]=O)=[CH:10][CH:9]=1)([CH3:4])([CH3:3])[CH3:2].Cl.[NH2:18][OH:19].C([O-])(=O)C.[Na+].O. Product: [C:1]([O:5][C:6](=[O:16])[NH:7][C:8]1[CH:13]=[CH:12][C:11]([CH:14]=[N:18][OH:19])=[CH:10][CH:9]=1)([CH3:4])([CH3:3])[CH3:2]. The catalyst class is: 8. (3) Reactant: [OH:1][C:2]1[CH:7]=[CH:6][C:5]([C:8]2[CH:13]=[CH:12][CH:11]=[C:10]([C:14]3[C:23]4[CH2:22][CH2:21][C@H:20]5[C@H:24]([CH3:31])[C:25](=[O:30])[CH:26]([C:28]#[N:29])[CH2:27][C@:19]5([C:32]5[CH:37]=[CH:36][CH:35]=[CH:34][CH:33]=5)[C:18]=4[N:17]=[C:16]([CH3:38])[N:15]=3)[CH:9]=2)=[CH:4][CH:3]=1.ClC1C(=O)C(C#N)=C(C#N)C(=O)C=1Cl. Product: [OH:1][C:2]1[CH:7]=[CH:6][C:5]([C:8]2[CH:13]=[CH:12][CH:11]=[C:10]([C:14]3[C:23]4[CH2:22][CH2:21][C@H:20]5[C@H:24]([CH3:31])[C:25](=[O:30])[C:26]([C:28]#[N:29])=[CH:27][C@:19]5([C:32]5[CH:33]=[CH:34][CH:35]=[CH:36][CH:37]=5)[C:18]=4[N:17]=[C:16]([CH3:38])[N:15]=3)[CH:9]=2)=[CH:4][CH:3]=1. The catalyst class is: 7. (4) Reactant: [O:1]1[C:5]2[CH:6]=[CH:7][C:8]([C:10]3(O)[C:18]4[C:13](=[CH:14][CH:15]=[CH:16][CH:17]=4)[N:12]([CH2:19][C:20]4[CH:25]=[CH:24][C:23]([Cl:26])=[CH:22][CH:21]=4)[C:11]3=[O:27])=[CH:9][C:4]=2[O:3][CH2:2]1.N1C=CC=CC=1.O=S(Cl)[Cl:37]. Product: [O:1]1[C:5]2[CH:6]=[CH:7][C:8]([C:10]3([Cl:37])[C:18]4[C:13](=[CH:14][CH:15]=[CH:16][CH:17]=4)[N:12]([CH2:19][C:20]4[CH:25]=[CH:24][C:23]([Cl:26])=[CH:22][CH:21]=4)[C:11]3=[O:27])=[CH:9][C:4]=2[O:3][CH2:2]1. The catalyst class is: 2. (5) Reactant: [CH2:1]([NH:5][CH2:6][CH2:7][CH2:8][CH3:9])[CH2:2][CH2:3][CH3:4].[C:10](=[S:12])=[S:11]. Product: [CH2:1]([N:5]([CH2:6][CH2:7][CH2:8][CH3:9])[C:10](=[S:11])[SH:12])[CH2:2][CH2:3][CH3:4]. The catalyst class is: 32. (6) Reactant: [BH4-].[Na+].[C:3]([CH:7]1[C:13](=[O:14])[CH2:12][CH:11]2[O:15][CH:8]1[CH2:9][CH2:10]2)([O:5][CH3:6])=[O:4]. Product: [C:3]([CH:7]1[CH:13]([OH:14])[CH2:12][CH:11]2[O:15][CH:8]1[CH2:9][CH2:10]2)([O:5][CH3:6])=[O:4]. The catalyst class is: 5. (7) Reactant: [CH2:1]1[C:10]2[C:5](=[CH:6][CH:7]=[CH:8][CH:9]=2)[CH2:4][CH2:3][N:2]1[CH2:11][CH:12]([OH:30])[CH2:13][NH:14][C:15](=[O:29])[C:16]1[CH:21]=[CH:20][CH:19]=[C:18]([CH2:22][N:23]2[CH2:28][CH2:27][NH:26][CH2:25][CH2:24]2)[CH:17]=1.C=O.[BH3-][C:34]#N.[Na+]. Product: [CH2:1]1[C:10]2[C:5](=[CH:6][CH:7]=[CH:8][CH:9]=2)[CH2:4][CH2:3][N:2]1[CH2:11][CH:12]([OH:30])[CH2:13][NH:14][C:15](=[O:29])[C:16]1[CH:21]=[CH:20][CH:19]=[C:18]([CH2:22][N:23]2[CH2:24][CH2:25][N:26]([CH3:34])[CH2:27][CH2:28]2)[CH:17]=1. The catalyst class is: 5.